Dataset: Catalyst prediction with 721,799 reactions and 888 catalyst types from USPTO. Task: Predict which catalyst facilitates the given reaction. (1) Reactant: [C:1]([Si:5]([CH3:35])([CH3:34])[O:6][CH:7]1[CH2:23][N:11]2[C:12](=[O:22])[CH:13]=[C:14]([C:16]3[CH:21]=[CH:20][CH:19]=[CH:18][CH:17]=3)[N:15]=[C:10]2[N:9]([C:24]2[CH:29]=[CH:28][N:27]=[C:26](S(C)(=O)=O)[N:25]=2)[CH2:8]1)([CH3:4])([CH3:3])[CH3:2].[C:36]1([C@@H:42]([NH2:44])[CH3:43])[CH:41]=[CH:40][CH:39]=[CH:38][CH:37]=1. Product: [C:1]([Si:5]([CH3:35])([CH3:34])[O:6][CH:7]1[CH2:23][N:11]2[C:12](=[O:22])[CH:13]=[C:14]([C:16]3[CH:21]=[CH:20][CH:19]=[CH:18][CH:17]=3)[N:15]=[C:10]2[N:9]([C:24]2[CH:29]=[CH:28][N:27]=[C:26]([NH:44][CH:42]([C:36]3[CH:41]=[CH:40][CH:39]=[CH:38][CH:37]=3)[CH3:43])[N:25]=2)[CH2:8]1)([CH3:4])([CH3:3])[CH3:2]. The catalyst class is: 225. (2) Reactant: C[O:2][C:3]1[C:8]([C:9]2[C:10]3[N:11]([N:15]=[C:16]([NH:18][C:19]4[CH:24]=[CH:23][C:22]([CH:25]5[CH2:30][CH2:29][N:28]([CH2:31][C:32]([N:34]([CH3:36])[CH3:35])=[O:33])[CH2:27][CH2:26]5)=[CH:21][CH:20]=4)[N:17]=3)[CH:12]=[CH:13][CH:14]=2)=[CH:7][CH:6]=[CH:5][N:4]=1.[I-].[Na+]. Product: [CH3:35][N:34]([CH3:36])[C:32](=[O:33])[CH2:31][N:28]1[CH2:29][CH2:30][CH:25]([C:22]2[CH:23]=[CH:24][C:19]([NH:18][C:16]3[N:17]=[C:10]4[C:9]([C:8]5[C:3](=[O:2])[NH:4][CH:5]=[CH:6][CH:7]=5)=[CH:14][CH:13]=[CH:12][N:11]4[N:15]=3)=[CH:20][CH:21]=2)[CH2:26][CH2:27]1. The catalyst class is: 15. (3) Reactant: [Cl:1][C:2]1[C:7]([CH2:8][CH3:9])=[C:6](Cl)[N:5]=[CH:4][N:3]=1.[O:11]1[CH:15]=[CH:14][CH:13]=[C:12]1B(O)O.C(COC)OC.C(=O)([O-])[O-].[Na+].[Na+]. Product: [Cl:1][C:2]1[C:7]([CH2:8][CH3:9])=[C:6]([C:12]2[O:11][CH:15]=[CH:14][CH:13]=2)[N:5]=[CH:4][N:3]=1. The catalyst class is: 6. (4) Reactant: [NH:1]1[CH2:6][CH2:5][CH2:4][CH2:3][CH2:2]1.Cl.C(N=C=NCCCN(C)C)C.[CH3:19][O:20][C:21]1[C:22](=[O:45])[C:23]([CH3:44])=[C:24]([CH2:30][C:31]2[C:32]([O:40][C:41](=[O:43])[CH3:42])=[C:33]([CH:37]=[CH:38][CH:39]=2)[C:34](O)=[O:35])[C:25](=[O:29])[C:26]=1[O:27][CH3:28]. Product: [CH3:19][O:20][C:21]1[C:22](=[O:45])[C:23]([CH3:44])=[C:24]([CH2:30][C:31]2[C:32]([O:40][C:41](=[O:43])[CH3:42])=[C:33]([CH:37]=[CH:38][CH:39]=2)[C:34]([N:1]2[CH2:6][CH2:5][CH2:4][CH2:3][CH2:2]2)=[O:35])[C:25](=[O:29])[C:26]=1[O:27][CH3:28]. The catalyst class is: 2. (5) Reactant: [CH3:1][O:2][C:3]1[CH:28]=[CH:27][C:6]([CH2:7][N:8]2[C:12]3=[N:13][CH:14]=[CH:15][C:16]([O:17][C:18]4[CH:23]=[CH:22][C:21]([NH2:24])=[CH:20][C:19]=4[F:25])=[C:11]3[C:10](I)=[N:9]2)=[CH:5][CH:4]=1.[OH:29][C@H:30]1[CH2:35][CH2:34][CH2:33][N:32]([C:36]([O:38][C:39]([CH3:42])([CH3:41])[CH3:40])=[O:37])[CH2:31]1.N1C2C(=CC=C3C=2N=CC=C3)C=CC=1.[F-].[K+]. Product: [NH2:24][C:21]1[CH:22]=[CH:23][C:18]([O:17][C:16]2[CH:15]=[CH:14][N:13]=[C:12]3[N:8]([CH2:7][C:6]4[CH:27]=[CH:28][C:3]([O:2][CH3:1])=[CH:4][CH:5]=4)[N:9]=[C:10]([O:29][C@H:30]4[CH2:35][CH2:34][CH2:33][N:32]([C:36]([O:38][C:39]([CH3:42])([CH3:41])[CH3:40])=[O:37])[CH2:31]4)[C:11]=23)=[C:19]([F:25])[CH:20]=1. The catalyst class is: 205. (6) Reactant: [CH3:1][O:2][C:3]1[CH:10]=[CH:9][C:6]([CH:7]=O)=[CH:5][C:4]=1[N+:11]([O-:13])=[O:12].C(O)(=O)[CH2:15][C:16]([OH:18])=[O:17].N1CCCCC1. Product: [CH3:1][O:2][C:3]1[CH:10]=[CH:9][C:6]([CH:7]=[CH:15][C:16]([OH:18])=[O:17])=[CH:5][C:4]=1[N+:11]([O-:13])=[O:12]. The catalyst class is: 17. (7) Reactant: [NH2:1][C:2]1[C:10]([O:11]C)=[CH:9][C:8]([Cl:13])=[CH:7][C:3]=1[C:4]([O-:6])=[O:5].Br.C([O-])([O-])=O.[Na+].[Na+]. Product: [NH2:1][C:2]1[C:10]([OH:11])=[CH:9][C:8]([Cl:13])=[CH:7][C:3]=1[C:4]([OH:6])=[O:5]. The catalyst class is: 15. (8) Reactant: [CH:1]([N:4]1[CH2:8][CH2:7][C@H:6]([O:9][C:10]2[CH:11]=[C:12]3[C:16](=[CH:17][CH:18]=2)[NH:15][C:14]([C:19]([OH:21])=O)=[CH:13]3)[CH2:5]1)([CH3:3])[CH3:2].Cl.[NH:23]1[CH2:27][CH2:26][CH2:25][CH2:24]1.CN(C(ON1N=NC2C=CC=CC1=2)=[N+](C)C)C.[B-](F)(F)(F)F.CCN(C(C)C)C(C)C. Product: [CH:1]([N:4]1[CH2:8][CH2:7][C@H:6]([O:9][C:10]2[CH:11]=[C:12]3[C:16](=[CH:17][CH:18]=2)[NH:15][C:14]([C:19]([N:23]2[CH2:27][CH2:26][CH2:25][CH2:24]2)=[O:21])=[CH:13]3)[CH2:5]1)([CH3:2])[CH3:3]. The catalyst class is: 3. (9) Reactant: [Mg].II.Br[CH2:5][C:6]1[CH:11]=[C:10]([Cl:12])[N:9]=[C:8]([Cl:13])[CH:7]=1.[F:14][C:15]([F:32])([F:31])[C:16](=[O:30])[CH2:17][C:18]([C:21]1[CH:26]=[C:25]([F:27])[CH:24]=[CH:23][C:22]=1[O:28][CH3:29])([CH3:20])[CH3:19]. Product: [Cl:12][C:10]1[CH:11]=[C:6]([CH2:5][C:16]([OH:30])([CH2:17][C:18]([C:21]2[CH:26]=[C:25]([F:27])[CH:24]=[CH:23][C:22]=2[O:28][CH3:29])([CH3:20])[CH3:19])[C:15]([F:14])([F:32])[F:31])[CH:7]=[C:8]([Cl:13])[N:9]=1. The catalyst class is: 27. (10) Reactant: [BH4-].[Na+].II.[F:5][C:6]1([F:25])[CH2:9][N:8]([C:10](=O)[CH2:11][NH:12][CH2:13][C:14]2[CH:19]=[CH:18][CH:17]=[CH:16][C:15]=2[C:20]([F:23])([F:22])[F:21])[CH2:7]1.O. Product: [F:25][C:6]1([F:5])[CH2:9][N:8]([CH2:10][CH2:11][NH:12][CH2:13][C:14]2[CH:19]=[CH:18][CH:17]=[CH:16][C:15]=2[C:20]([F:21])([F:22])[F:23])[CH2:7]1. The catalyst class is: 1.